Dataset: Forward reaction prediction with 1.9M reactions from USPTO patents (1976-2016). Task: Predict the product of the given reaction. (1) Given the reactants [NH2:1][C:2]1[N:7]=[C:6](S(C)(=O)=O)[C:5]([C:12]2[CH:13]=[CH:14][C:15](=[O:21])[N:16]([CH:18]([CH3:20])[CH3:19])[N:17]=2)=[C:4]([C:22]2[CH:27]=[CH:26][CH:25]=[CH:24][CH:23]=2)[N:3]=1.[CH3:28][Mg]Br, predict the reaction product. The product is: [NH2:1][C:2]1[N:7]=[C:6]([CH3:28])[C:5]([C:12]2[CH:13]=[CH:14][C:15](=[O:21])[N:16]([CH:18]([CH3:20])[CH3:19])[N:17]=2)=[C:4]([C:22]2[CH:27]=[CH:26][CH:25]=[CH:24][CH:23]=2)[N:3]=1. (2) Given the reactants [C:1]([O:5][C:6]([N:8]1[C:16]2[C:11](=[CH:12][CH:13]=[C:14]([CH3:17])[CH:15]=2)[C:10]([CH:18]=[CH:19][C:20](O)=[O:21])=[CH:9]1)=[O:7])([CH3:4])([CH3:3])[CH3:2].[F:23][C:24]1[CH:25]=[C:26]([CH:34]=[CH:35][CH:36]=1)[C:27]([NH:29][NH:30][CH:31]([CH3:33])[CH3:32])=[O:28].CN(C(ON1N=NC2C=CC=NC1=2)=[N+](C)C)C.F[P-](F)(F)(F)(F)F.C(N(CC)C(C)C)(C)C, predict the reaction product. The product is: [F:23][C:24]1[CH:25]=[C:26]([CH:34]=[CH:35][CH:36]=1)[C:27]([NH:29][N:30]([C:20](=[O:21])/[CH:19]=[CH:18]/[C:10]1[C:11]2[C:16](=[CH:15][C:14]([CH3:17])=[CH:13][CH:12]=2)[N:8]([C:6]([O:5][C:1]([CH3:2])([CH3:3])[CH3:4])=[O:7])[CH:9]=1)[CH:31]([CH3:33])[CH3:32])=[O:28]. (3) Given the reactants BrC1C=C(S(NC2C(O)=CC(Cl)=CN=2)(=O)=O)C=NC=1.[Cl:20][C:21]1[CH:22]=[C:23]([NH:29][S:30]([C:33]2[CH:34]=[N:35][C:36]([C:39]([F:42])([F:41])[F:40])=[CH:37][CH:38]=2)(=[O:32])=[O:31])[C:24]([O:27]C)=[N:25][CH:26]=1.BrC1C=C(S(NC2C(OC)=CC(Cl)=CN=2)(=O)=O)C=NC=1, predict the reaction product. The product is: [Cl:20][C:21]1[CH:22]=[C:23]([NH:29][S:30]([C:33]2[CH:34]=[N:35][C:36]([C:39]([F:40])([F:41])[F:42])=[CH:37][CH:38]=2)(=[O:32])=[O:31])[C:24]([OH:27])=[N:25][CH:26]=1. (4) The product is: [Br:1][C:2]1[CH:3]=[CH:4][C:5]([CH2:8][CH2:9][O:10][CH2:11][CH2:12][C:13]([N:23]([CH2:22][CH:9]([O:20][CH2:16][CH3:17])[O:10][CH2:11][CH3:12])[CH2:26][CH2:8][C:5]2[CH:6]=[CH:7][CH:2]=[CH:3][CH:4]=2)=[O:15])=[CH:6][CH:7]=1. Given the reactants [Br:1][C:2]1[CH:7]=[CH:6][C:5]([CH2:8][CH2:9][O:10][CH2:11][CH2:12][C:13]([OH:15])=O)=[CH:4][CH:3]=1.[C:16](Cl)(=[O:20])[C:17](Cl)=O.[CH3:22][N:23]([CH3:26])C=O, predict the reaction product. (5) Given the reactants [Cl:1][C:2]1[C:3]([C:26]2[C:34]3[C:29](=[CH:30][CH:31]=[CH:32][CH:33]=3)[N:28]([S:35]([C:38]3[CH:43]=[CH:42][CH:41]=[CH:40][CH:39]=3)(=[O:37])=[O:36])[CH:27]=2)=[N:4][C:5]([NH:8][C:9]2[CH:10]=[C:11]([NH2:25])[C:12]([NH:15][CH2:16][C:17]3[CH:22]=[CH:21][C:20]([O:23][CH3:24])=[CH:19][CH:18]=3)=[CH:13][CH:14]=2)=[N:6][CH:7]=1.[C:44]([NH:47][C:48]1[CH:55]=[CH:54][C:51]([CH:52]=O)=[CH:50][CH:49]=1)(=[O:46])[CH3:45].OOS([O-])=O.[K+], predict the reaction product. The product is: [Cl:1][C:2]1[C:3]([C:26]2[C:34]3[C:29](=[CH:30][CH:31]=[CH:32][CH:33]=3)[N:28]([S:35]([C:38]3[CH:39]=[CH:40][CH:41]=[CH:42][CH:43]=3)(=[O:37])=[O:36])[CH:27]=2)=[N:4][C:5]([NH:8][C:9]2[CH:14]=[CH:13][C:12]3[N:15]([CH2:16][C:17]4[CH:18]=[CH:19][C:20]([O:23][CH3:24])=[CH:21][CH:22]=4)[C:52]([C:51]4[CH:50]=[CH:49][C:48]([NH:47][C:44](=[O:46])[CH3:45])=[CH:55][CH:54]=4)=[N:25][C:11]=3[CH:10]=2)=[N:6][CH:7]=1.